This data is from Full USPTO retrosynthesis dataset with 1.9M reactions from patents (1976-2016). The task is: Predict the reactants needed to synthesize the given product. (1) Given the product [Cl:1][C:2]1[CH:7]=[C:6]2[CH:8]=[CH:9][NH:13][C:5]2=[CH:4][N:3]=1, predict the reactants needed to synthesize it. The reactants are: [Cl:1][C:2]1[CH:7]=[C:6](/[CH:8]=[CH:9]/N(C)C)[C:5]([N+:13]([O-])=O)=[CH:4][N:3]=1.C(O)(=O)C. (2) Given the product [OH:1][C:2]1[CH:11]=[CH:10][C:5]2[C:6](=[O:9])/[C:7](=[CH:24]/[C:18]3[C:17]4[C:21](=[CH:22][CH:23]=[C:15]([N+:12]([O-:14])=[O:13])[CH:16]=4)[NH:20][CH:19]=3)/[O:8][C:4]=2[CH:3]=1, predict the reactants needed to synthesize it. The reactants are: [OH:1][C:2]1[CH:11]=[CH:10][C:5]2[C:6](=[O:9])[CH2:7][O:8][C:4]=2[CH:3]=1.[N+:12]([C:15]1[CH:16]=[C:17]2[C:21](=[CH:22][CH:23]=1)[NH:20][CH:19]=[C:18]2[CH:24]=O)([O-:14])=[O:13].Cl. (3) Given the product [CH:2]1([CH2:1][O:8][C:9]2[CH:14]=[CH:13][C:12]([C:15]3[O:16][C:17]4[CH:22]=[C:21]([O:23][CH2:24][C@@H:25]([NH:27][C:28](=[O:30])[CH3:29])[CH3:26])[N:20]=[CH:19][C:18]=4[N:31]=3)=[C:11]([CH2:32][CH3:33])[CH:10]=2)[CH2:6][CH2:7]1, predict the reactants needed to synthesize it. The reactants are: [CH2:1]([O:8][C:9]1[CH:14]=[CH:13][C:12]([C:15]2[O:16][C:17]3[CH:22]=[C:21]([O:23][CH2:24][C@@H:25]([NH:27][C:28](=[O:30])[CH3:29])[CH3:26])[N:20]=[CH:19][C:18]=3[N:31]=2)=[C:11]([CH2:32][CH3:33])[CH:10]=1)[C:2]1[CH:7]=[CH:6]C=CC=1.BrCC1CC1. (4) Given the product [CH:4]([C:3]1[CH:6]=[CH:7][CH:8]=[CH:9][C:2]=1[O:1][CH:15]1[CH2:20][CH2:19][N:18]([C:21]([O:23][C:24]([CH3:27])([CH3:26])[CH3:25])=[O:22])[CH2:17][CH2:16]1)=[O:5], predict the reactants needed to synthesize it. The reactants are: [OH:1][C:2]1[CH:9]=[CH:8][CH:7]=[CH:6][C:3]=1[CH:4]=[O:5].CS(O[CH:15]1[CH2:20][CH2:19][N:18]([C:21]([O:23][C:24]([CH3:27])([CH3:26])[CH3:25])=[O:22])[CH2:17][CH2:16]1)(=O)=O.C([O-])([O-])=O.[K+].[K+]. (5) Given the product [Br:1][C:2]1[CH:17]=[CH:16][C:5]([CH2:6][CH:7]2[CH2:13][CH2:14][N:29]([CH:26]3[CH2:27][C:28]4[C:23](=[CH:22][NH:21][N:20]=4)[CH2:24][CH2:25]3)[C:8]2=[O:10])=[C:4]([Cl:18])[CH:3]=1, predict the reactants needed to synthesize it. The reactants are: [Br:1][C:2]1[CH:17]=[CH:16][C:5]([CH2:6][CH:7]([CH2:13][CH:14]=O)[C:8]([O:10]CC)=O)=[C:4]([Cl:18])[CH:3]=1.Cl.[NH:20]1[C:28]2[CH2:27][CH:26]([NH2:29])[CH2:25][CH2:24][C:23]=2[CH:22]=[N:21]1.C(O[BH-](OC(=O)C)OC(=O)C)(=O)C.[Na+]. (6) Given the product [Cl:35][C:9]1[CH:10]=[C:11]2[N:16]=[C:15]([O:17][C@@H:18]3[CH2:19][O:20][C@@H:21]4[C@H:25]([OH:26])[CH2:24][O:23][C@H:22]34)[N:14]([CH2:27][O:28][CH2:29][CH2:30][Si:31]([CH3:34])([CH3:33])[CH3:32])[C:12]2=[N:13][C:8]=1[C:5]1[CH:6]=[CH:7][C:2]([N:38]2[CH2:39][C:40]3[C:45](=[CH:44][CH:43]=[C:42]([N:46]=[S:47]([CH3:50])([CH3:49])=[O:48])[CH:41]=3)[CH2:37]2)=[CH:3][CH:4]=1, predict the reactants needed to synthesize it. The reactants are: Br[C:2]1[CH:7]=[CH:6][C:5]([C:8]2[N:13]=[C:12]3[N:14]([CH2:27][O:28][CH2:29][CH2:30][Si:31]([CH3:34])([CH3:33])[CH3:32])[C:15]([O:17][C@H:18]4[C@H:22]5[O:23][CH2:24][C@@H:25]([OH:26])[C@H:21]5[O:20][CH2:19]4)=[N:16][C:11]3=[CH:10][C:9]=2[Cl:35])=[CH:4][CH:3]=1.Cl.[CH2:37]1[C:45]2[C:40](=[CH:41][C:42]([N:46]=[S:47]([CH3:50])([CH3:49])=[O:48])=[CH:43][CH:44]=2)[CH2:39][NH:38]1.C([O-])([O-])=O.[Cs+].[Cs+].